From a dataset of Catalyst prediction with 721,799 reactions and 888 catalyst types from USPTO. Predict which catalyst facilitates the given reaction. Reactant: [CH3:1][C:2]1[NH:7][C:6](=[O:8])[CH:5]=[CH:4][CH:3]=1.F[C:10]1[CH:17]=[CH:16][C:13]([CH:14]=[O:15])=[CH:12][CH:11]=1.C([O-])([O-])=O.[K+].[K+]. Product: [CH3:1][C:2]1[N:7]=[C:6]([O:8][C:10]2[CH:17]=[CH:16][C:13]([CH:14]=[O:15])=[CH:12][CH:11]=2)[CH:5]=[CH:4][CH:3]=1. The catalyst class is: 18.